Dataset: Forward reaction prediction with 1.9M reactions from USPTO patents (1976-2016). Task: Predict the product of the given reaction. Given the reactants [Cl:1][C:2]1[CH:7]=[CH:6][CH:5]=[CH:4][C:3]=1[C:8]1[N:9]([C:18]2[CH:23]=[CH:22][C:21]([Cl:24])=[CH:20][CH:19]=2)[CH:10]=[C:11]([C:13](OCC)=[O:14])[N:12]=1.CC(C[AlH]CC(C)C)C, predict the reaction product. The product is: [Cl:1][C:2]1[CH:7]=[CH:6][CH:5]=[CH:4][C:3]=1[C:8]1[N:9]([C:18]2[CH:19]=[CH:20][C:21]([Cl:24])=[CH:22][CH:23]=2)[CH:10]=[C:11]([CH:13]=[O:14])[N:12]=1.